From a dataset of Catalyst prediction with 721,799 reactions and 888 catalyst types from USPTO. Predict which catalyst facilitates the given reaction. Reactant: [OH:1][C:2]1[CH:3]=[C:4]([CH:9]=[C:10]([OH:12])[CH:11]=1)[C:5]([O:7][CH3:8])=[O:6].C(=O)([O-])[O-].[K+].[K+].[CH2:19](Br)[C:20]1[CH:25]=[CH:24][CH:23]=[CH:22][CH:21]=1. Product: [CH2:19]([O:1][C:2]1[CH:3]=[C:4]([CH:9]=[C:10]([OH:12])[CH:11]=1)[C:5]([O:7][CH3:8])=[O:6])[C:20]1[CH:25]=[CH:24][CH:23]=[CH:22][CH:21]=1. The catalyst class is: 21.